Dataset: Forward reaction prediction with 1.9M reactions from USPTO patents (1976-2016). Task: Predict the product of the given reaction. (1) Given the reactants [Cl:1][C:2]1[CH:31]=[CH:30][CH:29]=[C:28]([C:32]([F:35])([F:34])[F:33])[C:3]=1[C:4]([N:6]1[C:14]2[C:9](=[C:10]([F:15])[CH:11]=[CH:12][CH:13]=2)[C:8]([N:16]2[CH2:21][CH2:20][CH:19]([C:22]([O:24]CC)=[O:23])[CH:18]([OH:27])[CH2:17]2)=[N:7]1)=[O:5].CO.[OH-].[Li+].Cl, predict the reaction product. The product is: [Cl:1][C:2]1[CH:31]=[CH:30][CH:29]=[C:28]([C:32]([F:35])([F:34])[F:33])[C:3]=1[C:4]([N:6]1[C:14]2[C:9](=[C:10]([F:15])[CH:11]=[CH:12][CH:13]=2)[C:8]([N:16]2[CH2:21][CH2:20][CH:19]([C:22]([OH:24])=[O:23])[CH:18]([OH:27])[CH2:17]2)=[N:7]1)=[O:5]. (2) Given the reactants [CH2:1]([O:8][C:9]1[CH:10]=[C:11]([C:15](=[O:17])[CH3:16])[CH:12]=[CH:13][CH:14]=1)[C:2]1[CH:7]=[CH:6][CH:5]=[CH:4][CH:3]=1.[H-].[Na+].C(O)(=O)C.[C:24](=O)([O:28]CC)[O:25][CH2:26][CH3:27], predict the reaction product. The product is: [CH2:26]([O:25][C:24](=[O:28])[CH2:16][C:15]([C:11]1[CH:12]=[CH:13][CH:14]=[C:9]([O:8][CH2:1][C:2]2[CH:3]=[CH:4][CH:5]=[CH:6][CH:7]=2)[CH:10]=1)=[O:17])[CH3:27].